The task is: Predict the product of the given reaction.. This data is from Forward reaction prediction with 1.9M reactions from USPTO patents (1976-2016). (1) Given the reactants [Br-].C1([P+](C2C=CC=CC=2)(C2C=CC=CC=2)[CH2:9][C:10]2[S:11][CH:12]=[C:13]([C:15]3[CH:20]=[CH:19][CH:18]=[CH:17][CH:16]=3)[N:14]=2)C=CC=CC=1.CC(C)([O-])C.[K+].[C:39]([C:44]1[CH:53]=[CH:52][C:47]([C:48](OC)=[O:49])=[CH:46][CH:45]=1)(=O)[CH2:40][CH2:41][CH3:42].C1(C)C=CC=CC=1.[H-].C([Al+]CC(C)C)C(C)C.O.O.O.O.O.O.O.O.O.O.[O-]S([O-])(=O)=O.[Na+].[Na+], predict the reaction product. The product is: [C:15]1([C:13]2[N:14]=[C:10]([CH2:9][CH:39]([C:44]3[CH:45]=[CH:46][C:47]([CH2:48][OH:49])=[CH:52][CH:53]=3)[CH2:40][CH2:41][CH3:42])[S:11][CH:12]=2)[CH:16]=[CH:17][CH:18]=[CH:19][CH:20]=1. (2) Given the reactants [F:1][C:2]([F:51])([F:50])[C:3]1[CH:4]=[C:5]([CH:43]=[C:44]([C:46]([F:49])([F:48])[F:47])[CH:45]=1)[CH2:6][N:7]([CH2:21][C:22]1[CH:27]=[C:26]([C:28]([F:31])([F:30])[F:29])[CH:25]=[CH:24][C:23]=1[C:32]1[C:37]([O:38][CH3:39])=[CH:36][CH:35]=[C:34]([CH:40]([CH3:42])[CH3:41])[N:33]=1)[C:8]1[N:13]=[CH:12][C:11]([O:14][CH2:15][CH2:16][CH2:17][C:18]([OH:20])=[O:19])=[CH:10][N:9]=1.[OH-].[Na+:53], predict the reaction product. The product is: [Na+:53].[F:51][C:2]([F:1])([F:50])[C:3]1[CH:4]=[C:5]([CH:43]=[C:44]([C:46]([F:49])([F:48])[F:47])[CH:45]=1)[CH2:6][N:7]([CH2:21][C:22]1[CH:27]=[C:26]([C:28]([F:31])([F:29])[F:30])[CH:25]=[CH:24][C:23]=1[C:32]1[C:37]([O:38][CH3:39])=[CH:36][CH:35]=[C:34]([CH:40]([CH3:42])[CH3:41])[N:33]=1)[C:8]1[N:9]=[CH:10][C:11]([O:14][CH2:15][CH2:16][CH2:17][C:18]([O-:20])=[O:19])=[CH:12][N:13]=1. (3) Given the reactants Br[C:2]1[CH:11]=[CH:10][C:5]([O:6][CH2:7][CH2:8][OH:9])=[C:4]([CH3:12])[C:3]=1[CH3:13].[C:14]([C:17]1[CH:22]=[CH:21][C:20](B(O)O)=[CH:19][CH:18]=1)([OH:16])=[O:15].[F-].[Cs+], predict the reaction product. The product is: [OH:9][CH2:8][CH2:7][O:6][C:5]1[CH:10]=[CH:11][C:2]([C:20]2[CH:21]=[CH:22][C:17]([C:14]([OH:16])=[O:15])=[CH:18][CH:19]=2)=[C:3]([CH3:13])[C:4]=1[CH3:12]. (4) Given the reactants [F:1][C:2]([F:7])([F:6])[C:3]([OH:5])=[O:4].[F:8][C:9]1[CH:14]=[CH:13][CH:12]=[CH:11][C:10]=1[C:15]1[N:20]=[CH:19][C:18]([NH:21][CH2:22][C:23]([OH:25])=O)=[CH:17][CH:16]=1.[NH:26]1[CH2:31][CH2:30][CH2:29][CH2:28][CH2:27]1, predict the reaction product. The product is: [F:1][C:2]([F:7])([F:6])[C:3]([OH:5])=[O:4].[F:8][C:9]1[CH:14]=[CH:13][CH:12]=[CH:11][C:10]=1[C:15]1[N:20]=[CH:19][C:18]([NH:21][CH2:22][C:23]([N:26]2[CH2:31][CH2:30][CH2:29][CH2:28][CH2:27]2)=[O:25])=[CH:17][CH:16]=1. (5) The product is: [Br:42][C:23]1[N:4]=[C:5]([NH:7][C:8]([NH:10][C:11]2[N:15]([C:16]3[CH:21]=[CH:20][CH:19]=[CH:18][CH:17]=3)[N:14]=[C:13]([CH3:22])[CH:12]=2)=[O:9])[CH:6]=[CH:2][CH:24]=1. Given the reactants C[C:2]1[CH:6]=[C:5]([NH:7][C:8]([NH:10][C:11]2[N:15]([C:16]3[CH:21]=[CH:20][CH:19]=[CH:18][CH:17]=3)[N:14]=[C:13]([CH3:22])[CH:12]=2)=[O:9])[N:4]([C:23]2C=CC=C[CH:24]=2)N=1.CC1C=C(N)N(C2C=CC=CC=2)N=1.[Br:42]C1N=C(N)C=CC=1, predict the reaction product. (6) Given the reactants [Cl:1][C:2]1[CH:24]=[CH:23][C:5]([CH2:6][NH:7][C:8]([C:10]2[C:11](=[O:22])[C:12]3[CH:19]=[C:18]([CH2:20]Cl)[S:17][C:13]=3[N:14]([CH3:16])[CH:15]=2)=[O:9])=[CH:4][CH:3]=1.C(N(CC)C(C)C)(C)C.[CH3:34][NH:35][CH2:36][CH:37]([C:39]1[O:40][C:41]([CH3:44])=[CH:42][CH:43]=1)[OH:38].O, predict the reaction product. The product is: [Cl:1][C:2]1[CH:24]=[CH:23][C:5]([CH2:6][NH:7][C:8]([C:10]2[C:11](=[O:22])[C:12]3[CH:19]=[C:18]([CH2:20][N:35]([CH2:36][CH:37]([OH:38])[C:39]4[O:40][C:41]([CH3:44])=[CH:42][CH:43]=4)[CH3:34])[S:17][C:13]=3[N:14]([CH3:16])[CH:15]=2)=[O:9])=[CH:4][CH:3]=1. (7) Given the reactants [I:1][C:2]1[CH:14]=[CH:13][C:5]2[NH:6][C:7](=[O:12])[CH2:8][CH2:9][C:10](=[O:11])[C:4]=2[CH:3]=1.CO[CH:17](OC)[N:18]([CH3:20])[CH3:19].CCOCC, predict the reaction product. The product is: [CH3:17][N:18]([CH:20]=[C:9]1[CH2:8][C:7](=[O:12])[NH:6][C:5]2[CH:13]=[CH:14][C:2]([I:1])=[CH:3][C:4]=2[C:10]1=[O:11])[CH3:19]. (8) Given the reactants Br[C:2]1[S:3][C:4]([CH:7]=[C:8]([CH3:10])[CH3:9])=[CH:5][CH:6]=1.[Cu](C#N)[C:12]#[N:13].N, predict the reaction product. The product is: [CH3:9][C:8]([CH3:10])=[CH:7][C:4]1[S:3][C:2]([C:12]#[N:13])=[CH:6][CH:5]=1. (9) Given the reactants [CH3:1][C:2]1[CH:35]=[C:34]([O:36][CH2:37][CH2:38][CH2:39][O:40]C2CCCCO2)[CH:33]=[CH:32][C:3]=1[CH2:4][CH2:5][C:6]1[CH:11]=[CH:10][CH:9]=[CH:8][C:7]=1[C:12]1[N:17]=[C:16]([N:18]2[C:22]([C:23]([F:26])([F:25])[F:24])=[C:21]([C:27]([O:29][CH2:30][CH3:31])=[O:28])[CH:20]=[N:19]2)[CH:15]=[CH:14][CH:13]=1, predict the reaction product. The product is: [OH:40][CH2:39][CH2:38][CH2:37][O:36][C:34]1[CH:33]=[CH:32][C:3]([CH2:4][CH2:5][C:6]2[CH:11]=[CH:10][CH:9]=[CH:8][C:7]=2[C:12]2[N:17]=[C:16]([N:18]3[C:22]([C:23]([F:25])([F:24])[F:26])=[C:21]([C:27]([O:29][CH2:30][CH3:31])=[O:28])[CH:20]=[N:19]3)[CH:15]=[CH:14][CH:13]=2)=[C:2]([CH3:1])[CH:35]=1. (10) Given the reactants Br[C:2]1[CH:3]=[C:4]2[C:9](=[CH:10][CH:11]=1)[N:8]([C:12]([O:14][CH3:15])=[O:13])[C@@H:7]([CH3:16])[CH2:6][N:5]2[C:17]([O:19][CH:20]([CH3:22])[CH3:21])=[O:18].C1(C(N2C3C(=CC([C:38]4[CH:39]=[N:40][NH:41][CH:42]=4)=CC=3)N(C(OC(C)C)=O)C[C@@H]2C)=O)CC1, predict the reaction product. The product is: [CH3:16][C@H:7]1[CH2:6][N:5]([C:17]([O:19][CH:20]([CH3:22])[CH3:21])=[O:18])[C:4]2[C:9](=[CH:10][CH:11]=[C:2]([C:38]3[CH:39]=[N:40][NH:41][CH:42]=3)[CH:3]=2)[N:8]1[C:12]([O:14][CH3:15])=[O:13].